From a dataset of Full USPTO retrosynthesis dataset with 1.9M reactions from patents (1976-2016). Predict the reactants needed to synthesize the given product. (1) Given the product [C:29]([O:28][C:26]([N:14]1[CH2:15][CH2:16][N:11]([C:3]2[CH:4]=[CH:5][C:6]([N+:8]([O-:10])=[O:9])=[CH:7][C:2]=2[F:1])[CH2:12][CH2:13]1)=[O:27])([CH3:32])([CH3:31])[CH3:30], predict the reactants needed to synthesize it. The reactants are: [F:1][C:2]1[CH:7]=[C:6]([N+:8]([O-:10])=[O:9])[CH:5]=[CH:4][C:3]=1[N:11]1[CH2:16][CH2:15][NH:14][CH2:13][CH2:12]1.CCN(C(C)C)C(C)C.[C:26](O[C:26]([O:28][C:29]([CH3:32])([CH3:31])[CH3:30])=[O:27])([O:28][C:29]([CH3:32])([CH3:31])[CH3:30])=[O:27]. (2) Given the product [NH:1]1[C:9]2[C:4](=[CH:5][C:6]([C:10]3[S:19][CH2:20][C@@H:21]([C:23]([OH:25])=[O:24])[N:11]=3)=[CH:7][CH:8]=2)[CH:3]=[CH:2]1.[C:12]1([C:18]2[S:19][CH2:20][CH:21]([C:23]([OH:25])=[O:24])[N:22]=2)[CH:13]=[CH:14][CH:15]=[CH:16][CH:17]=1, predict the reactants needed to synthesize it. The reactants are: [NH:1]1[C:9]2[C:4](=[CH:5][C:6]([C:10]#[N:11])=[CH:7][CH:8]=2)[CH:3]=[CH:2]1.[C:12]1([C:18]2[S:19][CH2:20][CH:21]([C:23]([OH:25])=[O:24])[N:22]=2)[CH:17]=[CH:16][CH:15]=[CH:14][CH:13]=1.C(#N)C1C=CC=CC=1.N[C@H](C(O)=O)CS.P([O-])([O-])([O-])=O. (3) Given the product [Cl:1][C:2]1[CH:3]=[CH:4][C:5]2[O:15][C:13]3[C:8](=[N:9][CH:10]=[CH:11][CH:12]=3)[C:6]=2[CH:7]=1, predict the reactants needed to synthesize it. The reactants are: [Cl:1][C:2]1[CH:3]=[CH:4][C:5]([O:15]C)=[C:6]([C:8]2[C:13](N)=[CH:12][CH:11]=[CH:10][N:9]=2)[CH:7]=1.C1COCC1.[H+].[B-](F)(F)(F)F.N([O-])=O.[Na+]. (4) Given the product [NH2:27][C:24]1[CH:25]=[CH:26][C:21]([C@@H:16]([NH:15][C@H:11]2[CH2:12][CH2:13][CH2:14][C@@H:9]([NH:8][C:5]3[N:4]=[C:3]([C:35]4[C:43]5[C:38](=[CH:39][CH:40]=[CH:41][CH:42]=5)[NH:37][CH:36]=4)[C:2]([Cl:1])=[CH:7][N:6]=3)[CH2:10]2)[C:17]([F:19])([F:20])[F:18])=[CH:22][CH:23]=1, predict the reactants needed to synthesize it. The reactants are: [Cl:1][C:2]1[C:3]([C:35]2[C:43]3[C:38](=[CH:39][CH:40]=[CH:41][CH:42]=3)[N:37](S(C3C=CC=CC=3)(=O)=O)[CH:36]=2)=[N:4][C:5]([NH:8][C@@H:9]2[CH2:14][CH2:13][CH2:12][C@H:11]([NH:15][C@H:16]([C:21]3[CH:26]=[CH:25][C:24]([NH:27]C(=O)OC(C)(C)C)=[CH:23][CH:22]=3)[C:17]([F:20])([F:19])[F:18])[CH2:10]2)=[N:6][CH:7]=1.Cl.O1CCOCC1.[OH-].[Na+]. (5) Given the product [CH3:67][O:68][C:56](=[O:63])[CH:45]([C:46]1[C:47](=[O:54])[N:48]([NH:53][C:13]([C:10]2[CH:11]=[N:12][C:7]([C:1]3[CH:2]=[CH:3][CH:4]=[CH:5][CH:6]=3)=[N:8][CH:9]=2)=[O:15])[C:49](=[O:52])[NH:50][CH:51]=1)[CH3:44], predict the reactants needed to synthesize it. The reactants are: [C:1]1([C:7]2[N:12]=[CH:11][C:10]([C:13]([OH:15])=O)=[CH:9][N:8]=2)[CH:6]=[CH:5][CH:4]=[CH:3][CH:2]=1.ON1C2C=CC=CC=2N=N1.C1CCC(N=C=NC2CCCCC2)CC1.COC(=O)[CH2:44][CH2:45][C:46]1[C:47](=[O:54])[N:48]([NH2:53])[C:49](=[O:52])[NH:50][CH:51]=1.[CH2:56]([OH:63])C(N)(CO)CO.CN([CH:67]=[O:68])C. (6) Given the product [C:28]([CH:27]([OH:31])[CH2:26][O:32][C:18]([N:11]1[C:12]2[C:17](=[CH:16][CH:15]=[CH:14][CH:13]=2)/[C:9](=[CH:8]/[C:3]2[NH:4][C:5]([CH3:7])=[CH:6][C:2]=2[CH3:1])/[C:10]1=[O:25])=[O:19])([OH:30])=[O:29], predict the reactants needed to synthesize it. The reactants are: [CH3:1][C:2]1[CH:6]=[C:5]([CH3:7])[NH:4][C:3]=1/[CH:8]=[C:9]1\[C:10](=[O:25])[N:11]([C:18](N2C=CN=C2)=[O:19])[C:12]2[C:17]\1=[CH:16][CH:15]=[CH:14][CH:13]=2.[CH2:26]([OH:32])[C@H:27]([OH:31])[C:28]([OH:30])=[O:29].C(O)(C(F)(F)F)=O.